This data is from Catalyst prediction with 721,799 reactions and 888 catalyst types from USPTO. The task is: Predict which catalyst facilitates the given reaction. (1) Reactant: C([Li])CCC.[C:6]1([S:12][C:13]2[C:14]3[CH:25]=[C:24]4[C:19]([CH:20]=[CH:21][CH:22]=[CH:23]4)=[CH:18][C:15]=3[S:16][CH:17]=2)[CH:11]=[CH:10][CH:9]=[CH:8][CH:7]=1.[I:26]I. Product: [C:6]1([S:12][C:13]2[C:14]3[CH:25]=[C:24]4[C:19]([CH:20]=[CH:21][CH:22]=[CH:23]4)=[CH:18][C:15]=3[S:16][C:17]=2[I:26])[CH:11]=[CH:10][CH:9]=[CH:8][CH:7]=1. The catalyst class is: 1. (2) Reactant: Cl[C:2]1[C:3]2[CH:10]=[C:9]([C:11]([OH:13])=[O:12])[S:8][C:4]=2[N:5]=[CH:6][N:7]=1.C(N(CC)C(C)C)(C)C.[F:23][C:24]1[CH:30]=[CH:29][C:27]([NH2:28])=[CH:26][CH:25]=1. Product: [F:23][C:24]1[CH:30]=[CH:29][C:27]([NH:28][C:2]2[C:3]3[CH:10]=[C:9]([C:11]([OH:13])=[O:12])[S:8][C:4]=3[N:5]=[CH:6][N:7]=2)=[CH:26][CH:25]=1. The catalyst class is: 41.